This data is from Full USPTO retrosynthesis dataset with 1.9M reactions from patents (1976-2016). The task is: Predict the reactants needed to synthesize the given product. (1) The reactants are: [C:1]1([CH:7]2[CH2:11][CH2:10][NH:9][CH2:8]2)[CH:6]=[CH:5][CH:4]=[CH:3][CH:2]=1.[C:12]1([CH2:18][C:19](Cl)=[O:20])[CH:17]=[CH:16][CH:15]=[CH:14][CH:13]=1.C(N(CC)CC)C. Given the product [C:12]1([CH2:18][C:19]([N:9]2[CH2:10][CH2:11][CH:7]([C:1]3[CH:6]=[CH:5][CH:4]=[CH:3][CH:2]=3)[CH2:8]2)=[O:20])[CH:17]=[CH:16][CH:15]=[CH:14][CH:13]=1, predict the reactants needed to synthesize it. (2) Given the product [CH3:53][O:54][C:3]1[CH:2]=[CH:7][C:6]([C:21]2[CH:22]=[CH:23][C:24]3[N:25]([CH:27]=[CH:28][N:29]=3)[CH:26]=2)=[CH:5][C:4]=1[C:10]1[CH:11]=[CH:12][C:13]2[C:14]([CH:18]=1)=[N:15][O:16][N:17]=2, predict the reactants needed to synthesize it. The reactants are: Br[C:2]1[CH:3]=[C:4]([C:10]2[CH:11]=[CH:12][C:13]3[C:14]([CH:18]=2)=[N:15][O:16][N:17]=3)[CH:5]=[C:6](OC)[CH:7]=1.C[Sn](C)(C)[C:21]1[CH:22]=[CH:23][C:24]2[N:25]([CH:27]=[CH:28][N:29]=2)[CH:26]=1.C1(P(C2C=CC=CC=2)C2C=CC=CC=2)C=CC=CC=1.CN(C)[CH:53]=[O:54]. (3) Given the product [C:28](/[C:27](=[C:17]1/[C:18]2[CH:25]=[CH:24][C:23]([F:26])=[CH:22][C:19]=2[O:20][CH2:21][C:15]2[CH:14]=[C:13]([CH2:12][CH:5]([C:4](=[O:10])[CH2:3][O:2][CH3:1])[C:6]([O:8][CH3:9])=[O:7])[CH:32]=[CH:31][C:16]/1=2)/[CH3:30])#[N:29], predict the reactants needed to synthesize it. The reactants are: [CH3:1][O:2][CH2:3][C:4](=[O:10])[CH2:5][C:6]([O:8][CH3:9])=[O:7].Br[CH2:12][C:13]1[CH:32]=[CH:31][C:16]2/[C:17](=[C:27](/[CH3:30])\[C:28]#[N:29])/[C:18]3[CH:25]=[CH:24][C:23]([F:26])=[CH:22][C:19]=3[O:20][CH2:21][C:15]=2[CH:14]=1. (4) Given the product [F:9][C:8]([F:11])([F:10])[C:7]([C:5]1[S:6][C:2]([C:16]2[CH:17]=[N:18][CH:19]=[C:20]([CH:24]=2)[C:21]([OH:23])=[O:22])=[CH:3][CH:4]=1)=[O:12], predict the reactants needed to synthesize it. The reactants are: Br[C:2]1[S:6][C:5]([C:7](=[O:12])[C:8]([F:11])([F:10])[F:9])=[CH:4][CH:3]=1.B([C:16]1[CH:17]=[N:18][CH:19]=[C:20]([CH:24]=1)[C:21]([OH:23])=[O:22])(O)O. (5) The reactants are: [OH:1][CH2:2][CH:3]([NH:16][C:17](=[O:23])[O:18][C:19]([CH3:22])([CH3:21])[CH3:20])[CH2:4][NH:5][C:6](=[O:15])[O:7][CH2:8][C:9]1[CH:14]=[CH:13][CH:12]=[CH:11][CH:10]=1.[CH3:24][S:25](Cl)(=[O:27])=[O:26]. Given the product [CH3:24][S:25]([O:1][CH2:2][CH:3]([NH:16][C:17]([O:18][C:19]([CH3:20])([CH3:22])[CH3:21])=[O:23])[CH2:4][NH:5][C:6]([O:7][CH2:8][C:9]1[CH:10]=[CH:11][CH:12]=[CH:13][CH:14]=1)=[O:15])(=[O:27])=[O:26], predict the reactants needed to synthesize it. (6) Given the product [CH2:1]([O:3][C:4]([N:6]1[CH2:11][CH2:10][N:9]([C:12]([CH:14]([NH:20][C:21]([C:23]2[CH:32]=[C:31]([O:33][C:34]3([C:38]([OH:40])=[O:39])[CH2:37][CH2:36][CH2:35]3)[C:30]3[C:25](=[CH:26][C:27]([CH3:43])=[CH:28][CH:29]=3)[N:24]=2)=[O:22])[CH2:15][CH2:16][C:17]([OH:19])=[O:18])=[O:13])[CH2:8][CH2:7]1)=[O:5])[CH3:2], predict the reactants needed to synthesize it. The reactants are: [CH2:1]([O:3][C:4]([N:6]1[CH2:11][CH2:10][N:9]([C:12]([CH:14]([NH:20][C:21]([C:23]2[CH:32]=[C:31]([O:33][C:34]3([C:38]([O:40]CC)=[O:39])[CH2:37][CH2:36][CH2:35]3)[C:30]3[C:25](=[CH:26][C:27]([CH3:43])=[CH:28][CH:29]=3)[N:24]=2)=[O:22])[CH2:15][CH2:16][C:17]([OH:19])=[O:18])=[O:13])[CH2:8][CH2:7]1)=[O:5])[CH3:2]. (7) Given the product [C:62]([C:46]1[CH:47]=[C:48]([O:54][CH2:55][C:56]2[CH:61]=[CH:60][CH:59]=[CH:58][CH:57]=2)[CH:49]=[C:50]([N+:51]([O-:53])=[O:52])[C:45]=1[CH:37]=[CH:36][C:35]([O:34][CH3:33])=[O:38])(=[O:64])[CH3:63], predict the reactants needed to synthesize it. The reactants are: F[B-](F)(F)F.C([PH+](C(C)(C)C)C(C)(C)C)(C)(C)C.C1(C(N)C2CCCCC2)CCCCC1.[CH3:33][O:34][C:35](=[O:38])[CH:36]=[CH2:37].FC(F)(F)S(O[C:45]1[C:50]([N+:51]([O-:53])=[O:52])=[CH:49][C:48]([O:54][CH2:55][C:56]2[CH:61]=[CH:60][CH:59]=[CH:58][CH:57]=2)=[CH:47][C:46]=1[C:62](=[O:64])[CH3:63])(=O)=O. (8) Given the product [Br:1][C:2]1[C:3]([N:12]2[CH2:17][CH2:16][N:15]([CH2:18][C:31]3[CH:32]=[N:33][C:28]([O:27][CH3:26])=[CH:29][CH:30]=3)[CH2:14][CH2:13]2)=[C:4]([N+:9]([O-:11])=[O:10])[C:5]([NH2:8])=[N:6][CH:7]=1, predict the reactants needed to synthesize it. The reactants are: [Br:1][C:2]1[C:3]([N:12]2[CH2:17][CH2:16][N:15]([CH:18](C3C=CC=CN=3)C)[CH2:14][CH2:13]2)=[C:4]([N+:9]([O-:11])=[O:10])[C:5]([NH2:8])=[N:6][CH:7]=1.[CH3:26][O:27][C:28]1[N:33]=[CH:32][C:31](CN2CCN(C(OC(C)(C)C)=O)CC2)=[CH:30][CH:29]=1.C(O)(C(F)(F)F)=O.BrC1C(Cl)=C([N+]([O-])=O)C(N)=NC=1. (9) Given the product [C:8]([O:12][C:13](=[O:47])[CH2:14][C@H:15]([OH:46])[CH2:16][C@H:17]([OH:45])[CH2:18][CH2:19][C:20]1[N:21]([C:38]2[CH:43]=[CH:42][C:41]([F:44])=[CH:40][CH:39]=2)[N:22]=[C:23]([C:28](=[O:37])[NH:29][CH2:30][C:31]2[CH:32]=[CH:33][CH:34]=[CH:35][CH:36]=2)[C:24]=1[CH:25]([CH3:27])[CH3:26])([CH3:10])([CH3:11])[CH3:9], predict the reactants needed to synthesize it. The reactants are: Cl.CCOC(C)=O.[C:8]([O:12][C:13](=[O:47])[CH2:14][CH:15]([OH:46])[CH2:16][CH:17]([OH:45])[CH:18]=[CH:19][C:20]1[N:21]([C:38]2[CH:43]=[CH:42][C:41]([F:44])=[CH:40][CH:39]=2)[N:22]=[C:23]([C:28](=[O:37])[NH:29][CH2:30][C:31]2[CH:36]=[CH:35][CH:34]=[CH:33][CH:32]=2)[C:24]=1[CH:25]([CH3:27])[CH3:26])([CH3:11])([CH3:10])[CH3:9]. (10) Given the product [C:19]([O:18][CH:17]([C:23]1[C:24]([I:37])=[C:25]2[C:32]3[CH2:33][CH2:34][CH2:35][CH2:36][C:31]=3[S:30][C:26]2=[N:27][C:28]=1[CH3:29])[C:16]([OH:38])=[O:15])([CH3:22])([CH3:20])[CH3:21], predict the reactants needed to synthesize it. The reactants are: S1C2C=CC(B(O)O)=CC=2N=C1.C([O:15][C:16](=[O:38])[CH:17]([C:23]1[C:24]([I:37])=[C:25]2[C:32]3[CH2:33][CH2:34][CH2:35][CH2:36][C:31]=3[S:30][C:26]2=[N:27][C:28]=1[CH3:29])[O:18][C:19]([CH3:22])([CH3:21])[CH3:20])C.C(=O)([O-])[O-].[Cs+].[Cs+].[OH-].[Li+].Cl.